From a dataset of Full USPTO retrosynthesis dataset with 1.9M reactions from patents (1976-2016). Predict the reactants needed to synthesize the given product. Given the product [NH2:12][C:21]1[S:22][C@:23]2([C:37]([NH:38][CH:39]3[CH2:41][CH2:40]3)=[O:42])[C@H:25]([C@:26]([C:29]3[CH:34]=[C:33]([Br:35])[CH:32]=[CH:31][C:30]=3[F:36])([CH3:28])[N:27]=1)[CH2:24]2, predict the reactants needed to synthesize it. The reactants are: S(=O)(=O)(O)O.C(OC(=O)[N:12]([C:21]1[S:22][C@:23]2([C:37](=[O:42])[NH:38][CH:39]3[CH2:41][CH2:40]3)[CH:25]([C@:26]([C:29]3[CH:34]=[C:33]([Br:35])[CH:32]=[CH:31][C:30]=3[F:36])([CH3:28])[N:27]=1)[CH2:24]2)COCC[Si](C)(C)C)(C)(C)C.C(Cl)Cl.[O-]P([O-])([O-])=O.[K+].[K+].[K+].